This data is from Catalyst prediction with 721,799 reactions and 888 catalyst types from USPTO. The task is: Predict which catalyst facilitates the given reaction. Reactant: [O-]CC.[Mg+2].[O-]CC.[C:8]([O:16][CH2:17][CH3:18])(=[O:15])[CH2:9][C:10]([O:12][CH2:13][CH3:14])=[O:11].[C:19](Cl)(=[O:22])[CH2:20][CH3:21].Cl.C([O-])(O)=O.[Na+]. Product: [C:19]([CH:9]([C:10]([O:12][CH2:13][CH3:14])=[O:11])[C:8]([O:16][CH2:17][CH3:18])=[O:15])(=[O:22])[CH2:20][CH3:21]. The catalyst class is: 11.